From a dataset of Reaction yield outcomes from USPTO patents with 853,638 reactions. Predict the reaction yield, written as a fraction of the theoretical maximum amount of product (1.0 means a 100% yield; for example, 0.34 means a 34% yield). (1) The reactants are [F:1][C:2]1[CH:7]=[CH:6][C:5]([C:8]2[C:14]3[CH:15]=[CH:16][C:17]([C:19]([F:22])([F:21])[F:20])=[CH:18][C:13]=3[CH2:12][S:11](=[O:24])(=[O:23])[NH:10][N:9]=2)=[CH:4][CH:3]=1.[CH3:25]I. No catalyst specified. The product is [F:1][C:2]1[CH:7]=[CH:6][C:5]([C:8]2[C:14]3[CH:15]=[CH:16][C:17]([C:19]([F:22])([F:21])[F:20])=[CH:18][C:13]=3[CH2:12][S:11](=[O:23])(=[O:24])[N:10]([CH3:25])[N:9]=2)=[CH:4][CH:3]=1. The yield is 0.880. (2) The reactants are C1COCC1.CO.O[Li].O.C[O:12][C:13]([C:15]1[S:23][C:22]2[C:17](=[N:18][CH:19]=[CH:20][C:21]=2[O:24][C:25]2[CH:26]=[C:27]3[C:31](=[CH:32][CH:33]=2)[N:30]([C:34](=[O:37])[NH:35][CH3:36])[C:29]([CH3:38])=[CH:28]3)[CH:16]=1)=[O:14]. The catalyst is O. The product is [CH3:38][C:29]1[N:30]([C:34](=[O:37])[NH:35][CH3:36])[C:31]2[C:27]([CH:28]=1)=[CH:26][C:25]([O:24][C:21]1[CH:20]=[CH:19][N:18]=[C:17]3[CH:16]=[C:15]([C:13]([OH:14])=[O:12])[S:23][C:22]=13)=[CH:33][CH:32]=2. The yield is 0.730.